From a dataset of Full USPTO retrosynthesis dataset with 1.9M reactions from patents (1976-2016). Predict the reactants needed to synthesize the given product. (1) Given the product [OH:20][CH2:19][CH2:18][CH2:17][N:7]1[C@@H:2]([CH3:1])[CH2:3][N:4]([C:9]([O:11][C:12]([CH3:13])([CH3:15])[CH3:14])=[O:10])[CH2:5][C@H:6]1[CH3:8], predict the reactants needed to synthesize it. The reactants are: [CH3:1][C@@H:2]1[NH:7][C@H:6]([CH3:8])[CH2:5][N:4]([C:9]([O:11][C:12]([CH3:15])([CH3:14])[CH3:13])=[O:10])[CH2:3]1.Br[CH2:17][CH2:18][CH2:19][OH:20].C([O-])([O-])=O.[K+].[K+].O. (2) The reactants are: [Cl:1][C:2]1[C:11]2[C:6](=[CH:7][C:8]([S:23](=[O:26])(=[O:25])[NH2:24])=[C:9]([O:12][C@@H:13]3[CH2:18][CH2:17][C@H:16]([NH:19]C(=O)C)[CH2:15][CH2:14]3)[CH:10]=2)[C:5](=[O:27])[N:4]([CH2:28][C:29]2[CH:34]=[CH:33][C:32]([O:35][CH3:36])=[CH:31][CH:30]=2)[CH:3]=1.Cl. Given the product [NH2:19][C@@H:16]1[CH2:15][CH2:14][C@H:13]([O:12][C:9]2[CH:10]=[C:11]3[C:6](=[CH:7][C:8]=2[S:23]([NH2:24])(=[O:26])=[O:25])[C:5](=[O:27])[N:4]([CH2:28][C:29]2[CH:30]=[CH:31][C:32]([O:35][CH3:36])=[CH:33][CH:34]=2)[CH:3]=[C:2]3[Cl:1])[CH2:18][CH2:17]1, predict the reactants needed to synthesize it. (3) The reactants are: [Cl:1][C:2]1[CH:3]=[N:4][C:5]2[N:6]([N:8]=[C:9]([C:11]([OH:13])=O)[CH:10]=2)[CH:7]=1.[CH3:14][N:15]1[C:24]2[C:19](=[C:20]([CH3:25])[CH:21]=[CH:22][CH:23]=2)[CH2:18][CH2:17][NH:16]1. Given the product [Cl:1][C:2]1[CH:3]=[N:4][C:5]2[N:6]([N:8]=[C:9]([C:11]([N:16]3[CH2:17][CH2:18][C:19]4[C:24](=[CH:23][CH:22]=[CH:21][C:20]=4[CH3:25])[N:15]3[CH3:14])=[O:13])[CH:10]=2)[CH:7]=1, predict the reactants needed to synthesize it. (4) Given the product [CH:5]12[O:8][CH:1]([CH2:7][CH2:6]1)[CH2:2][N:3]([C:10]1[O:11][CH:12]=[C:13]([C:15]([O:17][CH2:18][CH3:19])=[O:16])[N:14]=1)[CH2:4]2, predict the reactants needed to synthesize it. The reactants are: [CH:1]12[O:8][CH:5]([CH2:6][CH2:7]1)[CH2:4][NH:3][CH2:2]2.Br[C:10]1[O:11][CH:12]=[C:13]([C:15]([O:17][CH2:18][CH3:19])=[O:16])[N:14]=1.CCN(C(C)C)C(C)C. (5) The reactants are: Br[C:2]1[C:11]2[C:6](=[CH:7][CH:8]=[CH:9][CH:10]=2)[C:5](=[O:12])[O:4][C:3]=1[CH2:13][OH:14].[C:15]1(B(O)O)[CH:20]=[CH:19][CH:18]=[CH:17][CH:16]=1.C([O-])([O-])=O.[Cs+].[Cs+]. Given the product [OH:14][CH2:13][C:3]1[O:4][C:5](=[O:12])[C:6]2[C:11]([C:2]=1[C:15]1[CH:20]=[CH:19][CH:18]=[CH:17][CH:16]=1)=[CH:10][CH:9]=[CH:8][CH:7]=2, predict the reactants needed to synthesize it. (6) Given the product [Cl:12][C:8]1[N:7]=[C:6]([N:13]2[CH2:18][CH2:17][O:16][CH2:15][CH2:14]2)[C:5]2[C:10](=[CH:11][C:2]([C:23]3[CH:24]=[N:19][CH:20]=[N:21][CH:22]=3)=[CH:3][CH:4]=2)[N:9]=1, predict the reactants needed to synthesize it. The reactants are: Br[C:2]1[CH:11]=[C:10]2[C:5]([C:6]([N:13]3[CH2:18][CH2:17][O:16][CH2:15][CH2:14]3)=[N:7][C:8]([Cl:12])=[N:9]2)=[CH:4][CH:3]=1.[N:19]1[CH:24]=[C:23](B(O)O)[CH:22]=[N:21][CH:20]=1.C(=O)([O-])[O-].[Na+].[Na+].CN(C=O)C. (7) Given the product [Cl:27][C:15]1[N:14]=[C:13]([NH:11][C@H:9]([C:6]2[N:7]=[CH:8][C:3]([F:2])=[CH:4][N:5]=2)[CH3:10])[N:18]=[C:17]([NH:19][C:20]2[CH:24]=[C:23]([O:25][CH3:26])[NH:22][N:21]=2)[CH:16]=1, predict the reactants needed to synthesize it. The reactants are: Cl.[F:2][C:3]1[CH:4]=[N:5][C:6]([C@@H:9]([NH2:11])[CH3:10])=[N:7][CH:8]=1.Cl[C:13]1[N:18]=[C:17]([NH:19][C:20]2[CH:24]=[C:23]([O:25][CH3:26])[NH:22][N:21]=2)[CH:16]=[C:15]([Cl:27])[N:14]=1.CCN(C(C)C)C(C)C. (8) Given the product [Cl:1][C:2]1[C:3]([O:12][CH3:13])=[C:4]([CH:8]=[C:9]([Cl:11])[CH:10]=1)[C:5]([N:15]([O:16][CH3:17])[CH3:14])=[O:7], predict the reactants needed to synthesize it. The reactants are: [Cl:1][C:2]1[C:3]([O:12][CH3:13])=[C:4]([CH:8]=[C:9]([Cl:11])[CH:10]=1)[C:5]([OH:7])=O.[CH3:14][NH:15][O:16][CH3:17].C1CN([P+](Br)(N2CCCC2)N2CCCC2)CC1.F[P-](F)(F)(F)(F)F.C1C=CC2N(O)N=NC=2C=1. (9) Given the product [C:1]([O:5][C:6]([N:8]1[CH2:12][C@H:11]([CH2:13][CH2:14][C:15]2[CH:16]=[CH:17][CH:18]=[CH:19][CH:20]=2)[C@@H:10]([CH2:21][N:22]([CH2:36][C:37]2[CH:42]=[CH:41][CH:40]=[CH:39][CH:38]=2)[C:23]2[CH:24]=[CH:25][C:26]([Cl:29])=[CH:27][CH:28]=2)[CH2:9]1)=[O:7])([CH3:4])([CH3:2])[CH3:3], predict the reactants needed to synthesize it. The reactants are: [C:1]([O:5][C:6]([N:8]1[CH2:12][C@H:11]([CH2:13][CH2:14][C:15]2[CH:20]=[CH:19][CH:18]=[CH:17][CH:16]=2)[C@@H:10]([CH2:21][NH:22][C:23]2[CH:28]=[CH:27][C:26]([Cl:29])=[CH:25][CH:24]=2)[CH2:9]1)=[O:7])([CH3:4])([CH3:3])[CH3:2].C([O-])([O-])=O.[K+].[K+].[CH2:36](Br)[C:37]1[CH:42]=[CH:41][CH:40]=[CH:39][CH:38]=1. (10) Given the product [S:1]1[C:5]2[CH:6]=[CH:7][CH:8]=[CH:9][C:4]=2[N:3]=[C:2]1[N:10]1[C:14](=[O:15])[C:13](=[CH:26][N:27]([CH3:29])[CH3:28])[C:12]([C:16]2[CH:21]=[CH:20][C:19]([CH3:22])=[C:18]([Br:23])[CH:17]=2)=[N:11]1, predict the reactants needed to synthesize it. The reactants are: [S:1]1[C:5]2[CH:6]=[CH:7][CH:8]=[CH:9][C:4]=2[N:3]=[C:2]1[N:10]1[C:14](=[O:15])[CH:13]=[C:12]([C:16]2[CH:21]=[CH:20][C:19]([CH3:22])=[C:18]([Br:23])[CH:17]=2)[NH:11]1.CO[CH:26](OC)[N:27]([CH3:29])[CH3:28].